Dataset: Catalyst prediction with 721,799 reactions and 888 catalyst types from USPTO. Task: Predict which catalyst facilitates the given reaction. (1) Reactant: Br[CH2:2][CH2:3][CH2:4][N:5]1[C:9](=[O:10])[C:8]2=[CH:11][CH:12]=[CH:13][CH:14]=[C:7]2[C:6]1=[O:15].[NH:16]1[CH:20]=[CH:19][N:18]=[CH:17]1.C(=O)([O-])[O-].[K+].[K+]. Product: [N:16]1([CH2:2][CH2:3][CH2:4][N:5]2[C:9](=[O:10])[C:8]3[C:7](=[CH:14][CH:13]=[CH:12][CH:11]=3)[C:6]2=[O:15])[CH:20]=[CH:19][N:18]=[CH:17]1. The catalyst class is: 3. (2) Reactant: [F:1][C:2]1[CH:25]=[CH:24][CH:23]=[C:22]([F:26])[C:3]=1[CH2:4][O:5][C:6]1[C:7]2[N:8]([C:12]([C:16]#[C:17][Si](C)(C)C)=[C:13]([CH3:15])[N:14]=2)[CH:9]=[CH:10][CH:11]=1.C(=O)([O-])[O-].[K+].[K+]. Product: [F:1][C:2]1[CH:25]=[CH:24][CH:23]=[C:22]([F:26])[C:3]=1[CH2:4][O:5][C:6]1[C:7]2[N:8]([C:12]([C:16]#[CH:17])=[C:13]([CH3:15])[N:14]=2)[CH:9]=[CH:10][CH:11]=1. The catalyst class is: 5. (3) Reactant: [O:1]1[CH:5]=[CH:4][N:3]=[C:2]1[C:6]([CH:8]1[CH2:13][CH2:12][NH:11][CH2:10][CH2:9]1)=[O:7].CCN(CC)CC.[C:21](Cl)(=[O:30])[C:22]1[CH:27]=[CH:26][CH:25]=[C:24]([O:28][CH3:29])[CH:23]=1. Product: [CH3:29][O:28][C:24]1[CH:23]=[C:22]([CH:27]=[CH:26][CH:25]=1)[C:21]([N:11]1[CH2:12][CH2:13][CH:8]([C:6]([C:2]2[O:1][CH:5]=[CH:4][N:3]=2)=[O:7])[CH2:9][CH2:10]1)=[O:30]. The catalyst class is: 2. (4) Reactant: [CH2:1]([C:3]1[N:4]=[C:5]([C:8]2[CH:9]=[CH:10][C:11]([O:14][CH2:15][CH2:16][CH2:17][OH:18])=[N:12][CH:13]=2)[S:6][CH:7]=1)[CH3:2].[CH3:19][O:20][C:21](=[O:34])[C@H:22]([N:24]1[C:32]2[C:27](=[CH:28][C:29](O)=[CH:30][CH:31]=2)[CH:26]=[CH:25]1)[CH3:23].C1(P(C2C=CC=CC=2)C2C=CC=CC=2)C=CC=CC=1.N(C(N1CCCCC1)=O)=NC(N1CCCCC1)=O. Product: [CH3:19][O:20][C:21](=[O:34])[C@H:22]([N:24]1[C:32]2[C:27](=[CH:28][C:29]([O:18][CH2:17][CH2:16][CH2:15][O:14][C:11]3[CH:10]=[CH:9][C:8]([C:5]4[S:6][CH:7]=[C:3]([CH2:1][CH3:2])[N:4]=4)=[CH:13][N:12]=3)=[CH:30][CH:31]=2)[CH:26]=[CH:25]1)[CH3:23]. The catalyst class is: 4. (5) Reactant: [OH:1][B:2]1[C@@H:7]([NH:8][C:9](=[O:22])[CH2:10][C@H:11]2[CH2:16][CH2:15][C@H:14]([NH:17][CH2:18][CH2:19][NH:20]C)[CH2:13][CH2:12]2)[CH2:6][C:5]2[CH:23]=[CH:24][CH:25]=[C:26]([C:27]([OH:29])=[O:28])[C:4]=2[O:3]1.C1COCC1.C([O-])(O)=O.[Na+].Cl[C:41]([O:43][CH3:44])=[O:42]. Product: [OH:1][B:2]1[C@@H:7]([NH:8][C:9](=[O:22])[CH2:10][C@H:11]2[CH2:16][CH2:15][C@H:14]([NH:17][CH2:18][CH2:19][NH:20][C:41]([O:43][CH3:44])=[O:42])[CH2:13][CH2:12]2)[CH2:6][C:5]2[CH:23]=[CH:24][CH:25]=[C:26]([C:27]([OH:29])=[O:28])[C:4]=2[O:3]1. The catalyst class is: 72. (6) Reactant: [Cl-:1].[NH4+:2].[C-:3]#[N:4].[Na+].N.[CH3:7][C:8]([C:10]1[CH:15]=[CH:14][C:13]([Cl:16])=[CH:12][CH:11]=1)=O. Product: [ClH:16].[NH2:2][C:8]([C:10]1[CH:15]=[CH:14][C:13]([Cl:1])=[CH:12][CH:11]=1)([CH3:7])[C:3]#[N:4]. The catalyst class is: 6. (7) Product: [CH2:30]([O:1][C:2]1[CH:3]=[C:4]([CH:15]=[CH:16][C:17]=1[N+:18]([O-:20])=[O:19])[C:5]([O:7][CH2:8][C:9]1[CH:14]=[CH:13][CH:12]=[CH:11][CH:10]=1)=[O:6])[CH:29]=[CH2:28]. The catalyst class is: 10. Reactant: [OH:1][C:2]1[CH:3]=[C:4]([CH:15]=[CH:16][C:17]=1[N+:18]([O-:20])=[O:19])[C:5]([O:7][CH2:8][C:9]1[CH:14]=[CH:13][CH:12]=[CH:11][CH:10]=1)=[O:6].C(=O)([O-])[O-].[K+].[K+].Br[CH2:28][CH:29]=[CH2:30].